Dataset: Acute oral toxicity (LD50) regression data from Zhu et al.. Task: Regression/Classification. Given a drug SMILES string, predict its toxicity properties. Task type varies by dataset: regression for continuous values (e.g., LD50, hERG inhibition percentage) or binary classification for toxic/non-toxic outcomes (e.g., AMES mutagenicity, cardiotoxicity, hepatotoxicity). Dataset: ld50_zhu. (1) The drug is CC(=O)c1ccc2oc3ncccc3c(=O)c2c1. The rat oral LD50 is 2.15, given as -log10 of the dose in mol/kg body weight (higher means more acutely toxic). (2) The compound is O=[N+]([O-])OCC(CO[N+](=O)[O-])(CO[N+](=O)[O-])CO[N+](=O)[O-]. The rat oral LD50 is 2.28, given as -log10 of the dose in mol/kg body weight (higher means more acutely toxic). (3) The compound is CCCN(CCO)CCO. The rat oral LD50 is 1.69, given as -log10 of the dose in mol/kg body weight (higher means more acutely toxic). (4) The drug is O=C1c2ccccc2C(=O)C1c1ccccc1. The rat oral LD50 is 3.13, given as -log10 of the dose in mol/kg body weight (higher means more acutely toxic). (5) The drug is O=C(OCC(Br)(Br)Br)c1ccco1. The rat oral LD50 is 2.40, given as -log10 of the dose in mol/kg body weight (higher means more acutely toxic). (6) The drug is C=CCOCCO. The rat oral LD50 is 1.52, given as -log10 of the dose in mol/kg body weight (higher means more acutely toxic). (7) The compound is CCOP(=O)(CCCl)OCC. The rat oral LD50 is 2.30, given as -log10 of the dose in mol/kg body weight (higher means more acutely toxic).